From a dataset of Peptide-MHC class I binding affinity with 185,985 pairs from IEDB/IMGT. Regression. Given a peptide amino acid sequence and an MHC pseudo amino acid sequence, predict their binding affinity value. This is MHC class I binding data. (1) The peptide sequence is IYLPIVHPF. The MHC is HLA-A30:01 with pseudo-sequence HLA-A30:01. The binding affinity (normalized) is 0.463. (2) The peptide sequence is RYMSKTYNF. The MHC is HLA-C04:01 with pseudo-sequence HLA-C04:01. The binding affinity (normalized) is 0.0847. (3) The peptide sequence is SLAALIVGLVFAL. The MHC is H-2-Kb with pseudo-sequence H-2-Kb. The binding affinity (normalized) is 0.0320. (4) The peptide sequence is AIFQSSMTR. The MHC is HLA-A31:01 with pseudo-sequence HLA-A31:01. The binding affinity (normalized) is 0.476. (5) The MHC is HLA-A29:02 with pseudo-sequence HLA-A29:02. The peptide sequence is PLRPMTYK. The binding affinity (normalized) is 0.0336. (6) The peptide sequence is MGMEQTMSV. The MHC is HLA-B57:01 with pseudo-sequence HLA-B57:01. The binding affinity (normalized) is 0.0847. (7) The peptide sequence is YQKKNASVY. The MHC is HLA-B07:02 with pseudo-sequence HLA-B07:02. The binding affinity (normalized) is 0.0847. (8) The peptide sequence is ITNDSYSKM. The MHC is Mamu-A01 with pseudo-sequence Mamu-A01. The binding affinity (normalized) is 0.454. (9) The peptide sequence is NRYGVAYVY. The MHC is HLA-B15:17 with pseudo-sequence HLA-B15:17. The binding affinity (normalized) is 0.263.